Dataset: Forward reaction prediction with 1.9M reactions from USPTO patents (1976-2016). Task: Predict the product of the given reaction. (1) Given the reactants [Cl:1][C:2]1[CH:3]=[C:4]([C:8]2[CH:9]=[C:10]3[C:15](=[O:16])[NH:14][CH2:13][CH:12]([CH2:17]C(O)=O)[N:11]3[CH:21]=2)[CH:5]=[CH:6][CH:7]=1.[N-:22]=[N+:23]=[N-:24].[Na+].C1C=CC(P([N:40]=[N+]=[N-])(C2C=CC=CC=2)=O)=CC=1.C1[CH2:47][O:46]CC1, predict the reaction product. The product is: [Cl:1][C:2]1[CH:3]=[C:4]([C:8]2[CH:9]=[C:10]3[C:15](=[O:16])[NH:14][CH2:13][CH:12]([CH2:17][NH:40][C:47]([N:22]=[N+:23]=[N-:24])=[O:46])[N:11]3[CH:21]=2)[CH:5]=[CH:6][CH:7]=1. (2) Given the reactants [NH:1]1[C:9]2[C:4](=[CH:5][CH:6]=[CH:7][CH:8]=2)[C:3]([C:10]([OH:12])=[O:11])=[N:2]1.[C:13](=O)(O)[O-].[Na+], predict the reaction product. The product is: [NH:1]1[C:9]2[C:4](=[CH:5][CH:6]=[CH:7][CH:8]=2)[C:3]([C:10]([O:12][CH3:13])=[O:11])=[N:2]1. (3) Given the reactants [C:1]1([S:7]([C:9]2[CH:14]=[CH:13][CH:12]=[CH:11][CH:10]=2)=O)[CH:6]=[CH:5][CH:4]=[CH:3][CH:2]=1.[C:15]1([S:21]C2C=CC=CC=2)[CH:20]=[CH:19][CH:18]=[CH:17][CH:16]=1.[Br-:28].[Al+3].[Br-].[Br-].Br, predict the reaction product. The product is: [Br-:28].[C:1]1([S+:7]([C:1]2[CH:6]=[CH:5][CH:4]=[CH:3][CH:2]=2)[C:9]2[CH:14]=[CH:13][C:12]([S:21][C:15]3[CH:20]=[CH:19][CH:18]=[CH:17][CH:16]=3)=[CH:11][CH:10]=2)[CH:6]=[CH:5][CH:4]=[CH:3][CH:2]=1. (4) The product is: [NH2:18][C:16]([C:9]1([NH:8][CH3:19])[CH2:10][N:11]([C:13]([O:15][C:9]([CH3:16])([CH3:12])[CH3:10])=[O:14])[CH2:12]1)=[O:17]. Given the reactants C([N:8]([CH3:19])[C:9]1([C:16]([NH2:18])=[O:17])[CH2:12][N:11]([C:13]([O-:15])=[O:14])[CH2:10]1)C1C=CC=CC=1.[H][H], predict the reaction product. (5) The product is: [Br:19][C:3]1[N:4]=[C:5]([C:7]([O:9][CH2:10][CH3:11])=[O:8])[NH:6][C:2]=1[CH3:1]. Given the reactants [CH3:1][C:2]1[NH:6][C:5]([C:7]([O:9][CH2:10][CH3:11])=[O:8])=[N:4][CH:3]=1.C1C(=O)N([Br:19])C(=O)C1, predict the reaction product. (6) Given the reactants [CH3:1][O:2][CH2:3][CH2:4][N:5]1[CH2:11][CH2:10][C:9]2[CH:12]=[C:13]([NH2:16])[CH:14]=[CH:15][C:8]=2[CH2:7][CH2:6]1.Cl[C:18]1[N:23]=[C:22]([NH:24][CH2:25][C:26]([NH:29][S:30]([CH3:33])(=[O:32])=[O:31])([CH3:28])[CH3:27])[C:21]([Cl:34])=[CH:20][N:19]=1, predict the reaction product. The product is: [Cl:34][C:21]1[C:22]([NH:24][CH2:25][C:26]([NH:29][S:30]([CH3:33])(=[O:32])=[O:31])([CH3:28])[CH3:27])=[N:23][C:18]([NH:16][C:13]2[CH:14]=[CH:15][C:8]3[CH2:7][CH2:6][N:5]([CH2:4][CH2:3][O:2][CH3:1])[CH2:11][CH2:10][C:9]=3[CH:12]=2)=[N:19][CH:20]=1.